This data is from Peptide-MHC class II binding affinity with 134,281 pairs from IEDB. The task is: Regression. Given a peptide amino acid sequence and an MHC pseudo amino acid sequence, predict their binding affinity value. This is MHC class II binding data. The peptide sequence is ALSRVQSMFLGTGGS. The MHC is DRB1_1602 with pseudo-sequence DRB1_1602. The binding affinity (normalized) is 0.412.